From a dataset of Forward reaction prediction with 1.9M reactions from USPTO patents (1976-2016). Predict the product of the given reaction. Given the reactants Cl[C:2]1[N:7]=[C:6]([O:8][CH3:9])[N:5]=[C:4]([NH:10][CH2:11][CH2:12][C:13]2[CH:18]=[CH:17][C:16]([O:19][C:20]([F:23])([F:22])[F:21])=[CH:15][CH:14]=2)[CH:3]=1.[NH:24]1[CH2:29][CH2:28][O:27][CH2:26][CH2:25]1, predict the reaction product. The product is: [CH3:9][O:8][C:6]1[N:5]=[C:4]([NH:10][CH2:11][CH2:12][C:13]2[CH:18]=[CH:17][C:16]([O:19][C:20]([F:23])([F:22])[F:21])=[CH:15][CH:14]=2)[CH:3]=[C:2]([N:24]2[CH2:29][CH2:28][O:27][CH2:26][CH2:25]2)[N:7]=1.